From a dataset of Full USPTO retrosynthesis dataset with 1.9M reactions from patents (1976-2016). Predict the reactants needed to synthesize the given product. (1) Given the product [NH2:28][C:18]1[N:17]=[C:16]([NH:15][C@H:10]2[CH2:11][CH2:12][CH2:13][CH2:14][C@H:9]2[NH:8][C:6]([O:5][C:1]([CH3:2])([CH3:3])[CH3:4])=[O:7])[C:25]2[C:20](=[CH:21][CH:22]=[C:23]([O:26][CH3:27])[CH:24]=2)[N:19]=1, predict the reactants needed to synthesize it. The reactants are: [C:1]([O:5][C:6]([NH:8][C@@H:9]1[CH2:14][CH2:13][CH2:12][CH2:11][C@@H:10]1[NH:15][C:16]1[C:25]2[C:20](=[CH:21][CH:22]=[C:23]([O:26][CH3:27])[CH:24]=2)[N:19]=[C:18]([NH:28]C(OCC)=O)[N:17]=1)=[O:7])([CH3:4])([CH3:3])[CH3:2].[OH-].[K+].[Cl-].[NH4+]. (2) Given the product [CH2:28]([Sn:19]([CH2:20][CH2:21][CH2:22][CH3:23])([CH2:24][CH2:25][CH2:26][CH3:27])[C:5]1[N:1]([C:6]2[CH:7]=[CH:8][C:9]([C:10]#[N:11])=[CH:12][CH:13]=2)[N:2]=[N:3][CH:4]=1)[CH2:29][CH2:30][CH3:31], predict the reactants needed to synthesize it. The reactants are: [N:1]1([C:6]2[CH:13]=[CH:12][C:9]([C:10]#[N:11])=[CH:8][CH:7]=2)[CH:5]=[CH:4][N:3]=[N:2]1.[Li]C(C)(C)C.[Sn:19](Cl)([CH2:28][CH2:29][CH2:30][CH3:31])([CH2:24][CH2:25][CH2:26][CH3:27])[CH2:20][CH2:21][CH2:22][CH3:23]. (3) Given the product [CH3:19][C:9]1[NH:10][C:4]2[C:5]([N:8]=1)=[N:6][CH:7]=[C:2]([C:39]1[CH:40]=[CH:41][C:35]3[O:34][CH2:33][CH2:32][N:31]([C:29]4[C:28]5[CH2:27][C:26]([CH3:45])([CH3:46])[CH2:25][CH2:24][C:23]=5[N:22]=[C:21]([CH3:20])[N:30]=4)[CH2:37][C:36]=3[CH:38]=1)[CH:3]=2, predict the reactants needed to synthesize it. The reactants are: Br[C:2]1[CH:3]=[C:4]2[N:10](COCC[Si](C)(C)C)[C:9]([CH3:19])=[N:8][C:5]2=[N:6][CH:7]=1.[CH3:20][C:21]1[N:30]=[C:29]([N:31]2[CH2:37][C:36]3[CH:38]=[C:39](B(O)O)[CH:40]=[CH:41][C:35]=3[O:34][CH2:33][CH2:32]2)[C:28]2[CH2:27][C:26]([CH3:46])([CH3:45])[CH2:25][CH2:24][C:23]=2[N:22]=1.